Dataset: Full USPTO retrosynthesis dataset with 1.9M reactions from patents (1976-2016). Task: Predict the reactants needed to synthesize the given product. (1) Given the product [ClH:34].[ClH:1].[N:2]1([CH:16]2[CH2:15][CH2:14][N:13]([CH2:6][C:7]3[CH:12]=[CH:11][CH:10]=[CH:9][CH:8]=3)[CH2:18][CH2:17]2)[CH2:5][CH2:4][CH2:3]1, predict the reactants needed to synthesize it. The reactants are: [ClH:1].[NH:2]1[CH2:5][CH2:4][CH2:3]1.[CH2:6]([N:13]1[CH2:18][CH2:17][C:16](=O)[CH2:15][CH2:14]1)[C:7]1[CH:12]=[CH:11][CH:10]=[CH:9][CH:8]=1.C(O[BH-](OC(=O)C)OC(=O)C)(=O)C.[Na+].[Cl:34]C(Cl)C.C(=O)([O-])[O-].[Na+].[Na+].Cl.C(OCC)(=O)C. (2) Given the product [C:1]([C:5]1[N:6]=[C:7]([N:16]2[CH2:20][CH2:19][C:18]([F:21])([F:22])[CH2:17]2)[C:8]2[C:9](=[N:11][N:12]([CH2:14][CH2:15][C:46]3[CH:51]=[CH:50][CH:49]=[C:48]([Cl:52])[CH:47]=3)[N:13]=2)[N:10]=1)([CH3:2])([CH3:3])[CH3:4], predict the reactants needed to synthesize it. The reactants are: [C:1]([C:5]1[N:6]=[C:7]([N:16]2[CH2:20][CH2:19][C:18]([F:22])([F:21])[CH2:17]2)[C:8]2[C:9](=[N:11][N:12]([CH2:14][CH3:15])[N:13]=2)[N:10]=1)([CH3:4])([CH3:3])[CH3:2].C(C1N=C(N2CCC(F)(F)C2)C2N=NNC=2N=1)(C)(C)C.BrCC[C:46]1[CH:51]=[CH:50][CH:49]=[C:48]([Cl:52])[CH:47]=1. (3) Given the product [Cl:10][C:8]1[CH:7]=[CH:6][C:5]([O:11][CH2:12][CH2:13][CH2:14][N:15]2[CH2:20][CH2:19][C:18]([CH2:22][C:23]3[CH:28]=[CH:27][C:26]([Cl:29])=[CH:25][CH:24]=3)([OH:21])[C:17]([CH3:31])([CH3:30])[CH2:16]2)=[C:4]([CH:9]=1)[C:3]([OH:32])=[O:2], predict the reactants needed to synthesize it. The reactants are: C[O:2][C:3](=[O:32])[C:4]1[CH:9]=[C:8]([Cl:10])[CH:7]=[CH:6][C:5]=1[O:11][CH2:12][CH2:13][CH2:14][N:15]1[CH2:20][CH2:19][C:18]([CH2:22][C:23]2[CH:28]=[CH:27][C:26]([Cl:29])=[CH:25][CH:24]=2)([OH:21])[C:17]([CH3:31])([CH3:30])[CH2:16]1.[Li+].[OH-]. (4) The reactants are: [Cl:1][C:2]1[C:3]2[CH:12]=[CH:11][S:10][C:4]=2[N:5]=[C:6](SC)[N:7]=1.O[O:14][S:15]([O-:17])=O.[K+].O1CCC[CH2:20]1. Given the product [Cl:1][C:2]1[C:3]2[CH:12]=[CH:11][S:10][C:4]=2[N:5]=[C:6]([S:15]([CH3:20])(=[O:17])=[O:14])[N:7]=1, predict the reactants needed to synthesize it. (5) Given the product [N:4]1([C:8]2[N:9]=[CH:10][N:11]=[C:12]3[N:2]([CH3:1])[N:3]=[C:14]([C:16]4[CH:17]=[N:18][N:19]([CH3:22])[C:20]=4[Br:21])[C:13]=23)[CH2:7][CH2:6][CH2:5]1, predict the reactants needed to synthesize it. The reactants are: [CH3:1][NH:2][NH2:3].[N:4]1([C:8]2[C:13]([C:14]([C:16]3[CH:17]=[N:18][N:19]([CH3:22])[C:20]=3[Br:21])=O)=[C:12](Cl)[N:11]=[CH:10][N:9]=2)[CH2:7][CH2:6][CH2:5]1. (6) Given the product [C:1]1([CH3:24])[CH:2]=[CH:3][C:4]([S:7]([O:10][CH2:11][C@@H:12]([CH2:22][CH3:23])[CH2:13][OH:14])(=[O:8])=[O:9])=[CH:5][CH:6]=1, predict the reactants needed to synthesize it. The reactants are: [C:1]1([CH3:24])[CH:6]=[CH:5][C:4]([S:7]([O:10][CH2:11][C@@H:12]([CH2:22][CH3:23])[CH2:13][O:14]CC2C=CC=CC=2)(=[O:9])=[O:8])=[CH:3][CH:2]=1.